Dataset: Forward reaction prediction with 1.9M reactions from USPTO patents (1976-2016). Task: Predict the product of the given reaction. Given the reactants [C:1]([C:3]1[CH:4]=[CH:5][C:6]([F:12])=[C:7]([CH:11]=1)[C:8](O)=[O:9])#[N:2].S(Cl)(Cl)=O.[BH4-].[Na+], predict the reaction product. The product is: [F:12][C:6]1[CH:5]=[CH:4][C:3]([C:1]#[N:2])=[CH:11][C:7]=1[CH2:8][OH:9].